From a dataset of NCI-60 drug combinations with 297,098 pairs across 59 cell lines. Regression. Given two drug SMILES strings and cell line genomic features, predict the synergy score measuring deviation from expected non-interaction effect. (1) Cell line: SF-539. Drug 1: CN(CC1=CN=C2C(=N1)C(=NC(=N2)N)N)C3=CC=C(C=C3)C(=O)NC(CCC(=O)O)C(=O)O. Drug 2: COC1=NC(=NC2=C1N=CN2C3C(C(C(O3)CO)O)O)N. Synergy scores: CSS=28.2, Synergy_ZIP=-6.50, Synergy_Bliss=1.17, Synergy_Loewe=-30.9, Synergy_HSA=-0.645. (2) Drug 1: C1C(C(OC1N2C=C(C(=O)NC2=O)F)CO)O. Drug 2: C1=CN(C=N1)CC(O)(P(=O)(O)O)P(=O)(O)O. Cell line: HT29. Synergy scores: CSS=23.0, Synergy_ZIP=0.707, Synergy_Bliss=4.32, Synergy_Loewe=-13.2, Synergy_HSA=2.91.